Dataset: Reaction yield outcomes from USPTO patents with 853,638 reactions. Task: Predict the reaction yield, written as a fraction of the theoretical maximum amount of product (1.0 means a 100% yield; for example, 0.34 means a 34% yield). (1) The reactants are CC(C)([O-])C.[K+].[O:7]1[CH2:12][CH2:11][CH2:10][CH2:9][CH:8]1[CH2:13][OH:14].F[C:16]1[CH:21]=[CH:20][C:19]([N+:22]([O-:24])=[O:23])=[CH:18][C:17]=1[CH3:25]. The catalyst is C1COCC1. The product is [CH3:25][C:17]1[CH:18]=[C:19]([N+:22]([O-:24])=[O:23])[CH:20]=[CH:21][C:16]=1[O:14][CH2:13][CH:8]1[CH2:9][CH2:10][CH2:11][CH2:12][O:7]1. The yield is 0.740. (2) The reactants are [CH3:1][O:2][C:3]([NH:5][CH:6]([CH:10]([CH3:12])[CH3:11])[C:7]([OH:9])=O)=[O:4].CN(C(ON1N=NC2C=CC=NC1=2)=[N+](C)C)C.F[P-](F)(F)(F)(F)F.[CH2:37]([O:39][C:40]([CH:42]1[CH2:49][C:45]2([CH2:48][CH2:47][CH2:46]2)[O:44][NH:43]1)=[O:41])[CH3:38].C(N(C(C)C)CC)(C)C. The catalyst is CN(C)C=O.C(OCC)(=O)C. The product is [CH2:37]([O:39][C:40]([CH:42]1[CH2:49][C:45]2([CH2:46][CH2:47][CH2:48]2)[O:44][N:43]1[C:7](=[O:9])[CH:6]([NH:5][C:3]([O:2][CH3:1])=[O:4])[CH:10]([CH3:12])[CH3:11])=[O:41])[CH3:38]. The yield is 0.720. (3) The reactants are [CH3:1][O:2][C:3]([C:5]1[C:6](Cl)=[N:7][C:8]([N:12]2[CH2:17][CH2:16][O:15][CH2:14][CH2:13]2)=[CH:9][C:10]=1[CH3:11])=[O:4].[CH:19]1(B(O)O)[CH2:21][CH2:20]1.[O-]P([O-])([O-])=O.[K+].[K+].[K+].C1(P(C2CCCCC2)C2CCCCC2)CCCCC1. The catalyst is C1(C)C=CC=CC=1.CC([O-])=O.CC([O-])=O.[Pd+2].O. The product is [CH3:1][O:2][C:3]([C:5]1[C:6]([CH:19]2[CH2:21][CH2:20]2)=[N:7][C:8]([N:12]2[CH2:17][CH2:16][O:15][CH2:14][CH2:13]2)=[CH:9][C:10]=1[CH3:11])=[O:4]. The yield is 0.800. (4) The reactants are Cl[CH2:2][CH2:3][O:4][C:5]1[CH:47]=[CH:46][C:8]([CH2:9][N:10]2[C:19](=[O:20])[C:18]([C:21]([NH:23][C:24]3[CH:29]=[CH:28][C:27]([C:30]([F:33])([F:32])[F:31])=[CH:26][C:25]=3[C:34]3[CH:39]=[C:38]([C:40]([F:43])([F:42])[F:41])[N:37]=[CH:36][N:35]=3)=[O:22])=[C:17]([OH:44])[C:12]3([CH2:16][CH2:15][CH2:14][CH2:13]3)[N:11]2[CH3:45])=[C:7]([F:48])[C:6]=1[F:49].[N:50]12[CH2:57][CH2:56][N:53]([CH2:54][CH2:55]1)[CH2:52][CH2:51]2.[C:58](=O)([O-:60])[O-:59].[K+].[K+]. The catalyst is CC(C)=O. The product is [CH:58]([O-:60])=[O:59].[F:49][C:6]1[C:7]([F:48])=[C:8]([CH2:9][N:10]2[C:19](=[O:20])[C:18]([C:21](=[O:22])[NH:23][C:24]3[CH:29]=[CH:28][C:27]([C:30]([F:33])([F:32])[F:31])=[CH:26][C:25]=3[C:34]3[CH:39]=[C:38]([C:40]([F:43])([F:42])[F:41])[N:37]=[CH:36][N:35]=3)=[C:17]([OH:44])[C:12]3([CH2:16][CH2:15][CH2:14][CH2:13]3)[N:11]2[CH3:45])[CH:46]=[CH:47][C:5]=1[O:4][CH2:3][CH2:2][N+:50]12[CH2:57][CH2:56][N:53]([CH2:54][CH2:55]1)[CH2:52][CH2:51]2. The yield is 0.730. (5) The reactants are CC(OC(/N=N/C(OC(C)C)=O)=O)C.[C:15]1([CH:21](O)[CH2:22][CH:23]=[CH2:24])[CH:20]=[CH:19][CH:18]=[CH:17][CH:16]=1.C1C=CC(P(C2C=CC=CC=2)C2C=CC=CC=2)=CC=1.[CH3:45][NH:46][S:47]([C:50]1[CH:55]=[CH:54][CH:53]=[CH:52][CH:51]=1)(=[O:49])=[O:48]. The catalyst is C1COCC1.CCOCC.O. The product is [CH3:45][N:46]([CH:21]([C:15]1[CH:20]=[CH:19][CH:18]=[CH:17][CH:16]=1)[CH2:22][CH:23]=[CH2:24])[S:47]([C:50]1[CH:51]=[CH:52][CH:53]=[CH:54][CH:55]=1)(=[O:48])=[O:49]. The yield is 0.790. (6) The catalyst is [Pd].C(O)C. The reactants are C(OC([N:11]1[CH2:16][CH2:15][CH2:14][CH:13]([C:17]2[CH:22]=[CH:21][C:20]([CH3:23])=[C:19]([O:24][C:25]([C:28]([O:30][CH2:31][CH3:32])=[O:29])([CH3:27])[CH3:26])[CH:18]=2)[CH2:12]1)=O)C1C=CC=CC=1.[C:33]([OH:42])(=[O:41])[C@H:34]([C@@H:36]([C:38]([OH:40])=[O:39])[OH:37])[OH:35]. The product is [C:33]([OH:42])(=[O:41])[C@H:34]([C@@H:36]([C:38]([OH:40])=[O:39])[OH:37])[OH:35].[CH2:31]([O:30][C:28](=[O:29])[C:25]([CH3:27])([O:24][C:19]1[CH:18]=[C:17]([CH:13]2[CH2:14][CH2:15][CH2:16][NH:11][CH2:12]2)[CH:22]=[CH:21][C:20]=1[CH3:23])[CH3:26])[CH3:32]. The yield is 0.690. (7) The reactants are [F:1][C:2]1[C:7]([CH:8]([OH:19])[C:9]2[CH:10]=[C:11]3[C:16](=[CH:17][CH:18]=2)[N:15]=[CH:14][CH:13]=[N:12]3)=[C:6]([F:20])[CH:5]=[CH:4][C:3]=1[NH:21][C:22](=[O:27])[C:23]([CH3:26])([CH3:25])[CH3:24]. The catalyst is C(Cl)Cl.O=[Mn]=O. The product is [F:1][C:2]1[C:7]([C:8]([C:9]2[CH:10]=[C:11]3[C:16](=[CH:17][CH:18]=2)[N:15]=[CH:14][CH:13]=[N:12]3)=[O:19])=[C:6]([F:20])[CH:5]=[CH:4][C:3]=1[NH:21][C:22](=[O:27])[C:23]([CH3:25])([CH3:24])[CH3:26]. The yield is 0.920.